From a dataset of Peptide-MHC class I binding affinity with 185,985 pairs from IEDB/IMGT. Regression. Given a peptide amino acid sequence and an MHC pseudo amino acid sequence, predict their binding affinity value. This is MHC class I binding data. The peptide sequence is LQAMHGFPL. The MHC is HLA-B48:01 with pseudo-sequence HLA-B48:01. The binding affinity (normalized) is 0.577.